Dataset: Catalyst prediction with 721,799 reactions and 888 catalyst types from USPTO. Task: Predict which catalyst facilitates the given reaction. (1) Reactant: C1(C)C=CC(S(OCC[N:13]2[C:17](=[O:18])[C:16]3=[CH:19][CH:20]=[CH:21][CH:22]=[C:15]3[C:14]2=[O:23])(=O)=O)=CC=1.[I-].[K+].C(=O)([O-])O.[Na+]. Product: [C:17]1(=[O:18])[NH:13][C:14](=[O:23])[C:15]2=[CH:22][CH:21]=[CH:20][CH:19]=[C:16]12. The catalyst class is: 9. (2) Reactant: [NH:1]1[CH:5]=[CH:4][CH:3]=[N:2]1.[H-].[Na+].[Br:8][C:9]1[CH:10]=[C:11]([CH2:29]OS(C)(=O)=O)[C:12]2[O:21][C:20]3[CH2:19][CH2:18][N:17]([C:22]([O:24][C:25]([CH3:28])([CH3:27])[CH3:26])=[O:23])[CH2:16][C:15]=3[C:13]=2[CH:14]=1. Product: [N:1]1([CH2:29][C:11]2[C:12]3[O:21][C:20]4[CH2:19][CH2:18][N:17]([C:22]([O:24][C:25]([CH3:27])([CH3:26])[CH3:28])=[O:23])[CH2:16][C:15]=4[C:13]=3[CH:14]=[C:9]([Br:8])[CH:10]=2)[CH:5]=[CH:4][CH:3]=[N:2]1. The catalyst class is: 7. (3) Reactant: F[C:2]1[CH:3]=[C:4]2[C:8](=[CH:9][CH:10]=1)[C:7](=[O:11])[CH2:6][CH2:5]2.Cl.[NH:13]1[CH2:16][CH2:15][CH2:14]1.C([O-])([O-])=O.[K+].[K+]. Product: [N:13]1([C:2]2[CH:3]=[C:4]3[C:8](=[CH:9][CH:10]=2)[C:7](=[O:11])[CH2:6][CH2:5]3)[CH2:16][CH2:15][CH2:14]1. The catalyst class is: 16.